From a dataset of Full USPTO retrosynthesis dataset with 1.9M reactions from patents (1976-2016). Predict the reactants needed to synthesize the given product. (1) Given the product [CH2:14]([O:21][C:10]1[N:9]=[CH:8][C:7]2[N:13]=[C:4]([Cl:3])[NH:5][C:6]=2[CH:11]=1)[C:15]1[CH:20]=[CH:19][CH:18]=[CH:17][CH:16]=1, predict the reactants needed to synthesize it. The reactants are: [OH-].[Na+].[Cl:3][C:4]1[NH:5][C:6]2[CH:11]=[C:10](Cl)[N:9]=[CH:8][C:7]=2[N:13]=1.[CH2:14]([OH:21])[C:15]1[CH:20]=[CH:19][CH:18]=[CH:17][CH:16]=1. (2) The reactants are: [CH3:1][C:2]1[O:3][C:4]2[C:9]([C:10](=[O:12])[CH:11]=1)=[CH:8][CH:7]=[CH:6][C:5]=2[CH:13]=O.O=[C:16]([CH3:27])[CH2:17][C:18]([O:20][CH:21]([CH3:26])[C:22]([F:25])([F:24])[F:23])=[O:19].[NH2:28]/[C:29](/[CH3:33])=[CH:30]\[C:31]#[N:32].C(O)(=O)C. Given the product [C:31]([C:30]1[CH:13]([C:5]2[CH:6]=[CH:7][CH:8]=[C:9]3[C:4]=2[O:3][C:2]([CH3:1])=[CH:11][C:10]3=[O:12])[C:17]([C:18]([O:20][CH:21]([CH3:26])[C:22]([F:25])([F:24])[F:23])=[O:19])=[C:16]([CH3:27])[NH:28][C:29]=1[CH3:33])#[N:32], predict the reactants needed to synthesize it. (3) Given the product [NH2:13][C:3]1[C:2]([CH3:1])=[CH:11][CH:10]=[C:9]2[C:4]=1[CH:5]=[N:6][NH:7][C:8]2=[O:12], predict the reactants needed to synthesize it. The reactants are: [CH3:1][C:2]1[C:3]([N+:13]([O-])=O)=[C:4]2[C:9](=[CH:10][CH:11]=1)[C:8](=[O:12])[NH:7][N:6]=[CH:5]2. (4) Given the product [CH2:18]([C:10]1([C:13]([O:15][CH2:16][CH3:17])=[O:14])[CH2:11][CH2:12][N:7]([C:4]2[S:5][CH:6]=[C:2]([C:32]3[CH:33]=[C:34]([C:35]4[CH:40]=[CH:39][CH:38]=[CH:37][N:36]=4)[C:28]4[S:27][C:26]([NH:25][C:23](=[O:24])[NH:22][CH2:20][CH3:21])=[N:30][C:29]=4[CH:31]=3)[N:3]=2)[CH2:8][CH2:9]1)[CH3:19], predict the reactants needed to synthesize it. The reactants are: Br[C:2]1[N:3]=[C:4]([N:7]2[CH2:12][CH2:11][C:10]([CH2:18][CH3:19])([C:13]([O:15][CH2:16][CH3:17])=[O:14])[CH2:9][CH2:8]2)[S:5][CH:6]=1.[CH2:20]([NH:22][C:23]([NH:25][C:26]1[S:27][C:28]2[C:34]([C:35]3[CH:40]=[CH:39][CH:38]=[CH:37][N:36]=3)=[CH:33][C:32](B(O)O)=[CH:31][C:29]=2[N:30]=1)=[O:24])[CH3:21].C(=O)([O-])[O-].[Cs+].[Cs+].ClCCl. (5) Given the product [CH2:1]([O:8][C:9]1[C:32]([O:33][CH3:34])=[CH:31][C:12]2[C:13](=[O:30])[N:14]3[CH2:29][CH2:28][CH2:27][CH:15]3[CH:16]=[N:17][C:11]=2[C:10]=1[O:35][CH3:36])[C:2]1[CH:3]=[CH:4][CH:5]=[CH:6][CH:7]=1, predict the reactants needed to synthesize it. The reactants are: [CH2:1]([O:8][C:9]1[C:32]([O:33][CH3:34])=[CH:31][C:12]2[C:13](=[O:30])[N:14]3[CH2:29][CH2:28][CH2:27][C@H:15]3[C@H:16](O)[N:17](C(OCC(Cl)(Cl)Cl)=O)[C:11]=2[C:10]=1[O:35][CH3:36])[C:2]1[CH:7]=[CH:6][CH:5]=[CH:4][CH:3]=1. (6) Given the product [CH:1]1[C:10]2[C:5](=[CH:6][CH:7]=[CH:8][CH:9]=2)[CH:4]=[CH:3][C:2]=1[O:11][C:12]1[CH:13]=[CH:14][C:15]([C:16]([NH:18][C:19]2[CH:26]=[CH:25][CH:24]=[CH:23][C:20]=2[C:21]2[NH:33][N:32]=[N:31][N:22]=2)=[O:17])=[CH:27][CH:28]=1, predict the reactants needed to synthesize it. The reactants are: [CH:1]1[C:10]2[C:5](=[CH:6][CH:7]=[CH:8][CH:9]=2)[CH:4]=[CH:3][C:2]=1[O:11][C:12]1[CH:28]=[CH:27][C:15]([C:16]([NH:18][C:19]2[CH:26]=[CH:25][CH:24]=[CH:23][C:20]=2[C:21]#[N:22])=[O:17])=[CH:14][CH:13]=1.[Cl-].[NH4+].[N-:31]=[N+:32]=[N-:33].[Na+].Cl. (7) Given the product [CH:1]([C:5]1[C:6]([OH:15])=[C:7]([CH:8]=[C:9](/[CH:10]=[CH:24]/[C:23](=[O:25])[C:20]2[CH:21]=[CH:22][C:17]([CH3:16])=[CH:18][CH:19]=2)[CH:12]=1)[CH:13]=[O:14])([CH2:3][CH3:29])[CH3:4], predict the reactants needed to synthesize it. The reactants are: [C:1]([C:5]1[C:6]([OH:15])=[C:7]([CH:13]=[O:14])[CH:8]=[C:9]([CH:12]=1)[CH:10]=O)([CH3:4])([CH3:3])C.[CH3:16][C:17]1[CH:22]=[CH:21][C:20]([C:23](=[O:25])[CH3:24])=[CH:19][CH:18]=1.II.O1CCOC[CH2:29]1. (8) Given the product [F:17][CH:16]([F:18])[C:14]1[C:13]([F:19])=[CH:12][N:11]=[C:10]([NH:9][C:4]2[CH:3]=[C:2]([B:20]3[O:24][C:23]([CH3:26])([CH3:25])[C:22]([CH3:28])([CH3:27])[O:21]3)[CH:7]=[C:6]([CH3:8])[CH:5]=2)[N:15]=1, predict the reactants needed to synthesize it. The reactants are: Br[C:2]1[CH:3]=[C:4]([NH:9][C:10]2[N:15]=[C:14]([CH:16]([F:18])[F:17])[C:13]([F:19])=[CH:12][N:11]=2)[CH:5]=[C:6]([CH3:8])[CH:7]=1.[B:20]1([B:20]2[O:24][C:23]([CH3:26])([CH3:25])[C:22]([CH3:28])([CH3:27])[O:21]2)[O:24][C:23]([CH3:26])([CH3:25])[C:22]([CH3:28])([CH3:27])[O:21]1.C([O-])(=O)C.[K+]. (9) Given the product [CH3:11][O:10][CH2:9][CH2:8][O:7][C:1]([C:2]1[CH:16]([C:15]2[CH:18]=[CH:19][CH:20]=[C:13]([Br:12])[CH:14]=2)[C:2]([C:1]([O:7][CH2:8][CH2:9][O:10][CH3:11])=[O:22])=[C:3]([CH3:5])[NH:21][C:3]=1[CH3:5])=[O:6], predict the reactants needed to synthesize it. The reactants are: [C:1]([O:7][CH2:8][CH2:9][O:10][CH3:11])(=[O:6])[CH2:2][C:3]([CH3:5])=O.[Br:12][C:13]1[CH:14]=[C:15]([CH:18]=[CH:19][CH:20]=1)[CH:16]=O.[NH4+:21].[OH-:22].